From a dataset of Reaction yield outcomes from USPTO patents with 853,638 reactions. Predict the reaction yield, written as a fraction of the theoretical maximum amount of product (1.0 means a 100% yield; for example, 0.34 means a 34% yield). (1) The reactants are [OH-].[K+].[C@@H:3]1([C:10]([O:12]C)=[O:11])[CH2:5][C@H:4]1[C:6]([O:8][CH3:9])=[O:7].O. The catalyst is CO. The product is [CH3:9][O:8][C:6]([C@@H:4]1[CH2:5][C@H:3]1[C:10]([OH:12])=[O:11])=[O:7]. The yield is 0.690. (2) The reactants are [F:1][CH:2]([F:12])[C:3]1[N:4]=[CH:5][C:6]([C:9]([OH:11])=O)=[N:7][CH:8]=1.[NH2:13][C:14]1[CH:15]=[CH:16][C:17]([F:32])=[C:18]([C@:20]2([CH3:31])[CH2:25][S:24](=[O:27])(=[O:26])[C:23]([CH3:29])([CH3:28])[C:22]([NH2:30])=[N:21]2)[CH:19]=1. No catalyst specified. The product is [NH2:30][C:22]1[C:23]([CH3:28])([CH3:29])[S:24](=[O:26])(=[O:27])[CH2:25][C@:20]([C:18]2[CH:19]=[C:14]([NH:13][C:9]([C:6]3[CH:5]=[N:4][C:3]([CH:2]([F:1])[F:12])=[CH:8][N:7]=3)=[O:11])[CH:15]=[CH:16][C:17]=2[F:32])([CH3:31])[N:21]=1. The yield is 0.479. (3) The yield is 0.980. No catalyst specified. The product is [F:23][C:20]1[CH:19]=[CH:18][C:17]([C:13]2[C:12]([CH2:11][O:10][C:7]3[CH:8]=[CH:9][C:4]([C:3]([NH:38][CH:37]([CH3:42])[CH3:36])=[O:24])=[CH:5][N:6]=3)=[CH:16][O:15][N:14]=2)=[CH:22][CH:21]=1. The reactants are CO[C:3](=[O:24])[C:4]1[CH:9]=[CH:8][C:7]([O:10][CH2:11][C:12]2[C:13]([C:17]3[CH:22]=[CH:21][C:20]([F:23])=[CH:19][CH:18]=3)=[N:14][O:15][CH:16]=2)=[N:6][CH:5]=1.COC(=O)C1C=CC(OC[C:36]2[C:37]([C:42]3C=CC=CC=3F)=[N:38]OC=2C)=NC=1.C(N)(C)C. (4) The reactants are Cl[C:2]1[CH:3]=[C:4]([CH:8]=[CH:9][C:10]=1[N:11]1[C:15]2=[N:16][CH:17]=[CH:18][C:19]([N:20]3[CH:24]=[C:23]([C:25]4[CH:26]=[N:27][N:28]([CH3:30])[CH:29]=4)[N:22]=[CH:21]3)=[C:14]2[C:13]([C:31]([F:34])([F:33])[F:32])=[N:12]1)[C:5]([NH2:7])=[O:6].[C:35]1(B(O)O)[CH:40]=[CH:39][CH:38]=[CH:37][CH:36]=1.C1(P(C2CCCCC2)C2CCCCC2)CCCCC1.P([O-])([O-])([O-])=O.[K+].[K+].[K+]. The catalyst is C1(C)C=CC=CC=1.O.C([O-])(=O)C.[Pd+2].C([O-])(=O)C.C(Cl)(Cl)Cl. The product is [CH3:30][N:28]1[CH:29]=[C:25]([C:23]2[N:22]=[CH:21][N:20]([C:19]3[CH:18]=[CH:17][N:16]=[C:15]4[N:11]([C:10]5[C:2]([C:35]6[CH:40]=[CH:39][CH:38]=[CH:37][CH:36]=6)=[CH:3][C:4]([C:5]([NH2:7])=[O:6])=[CH:8][CH:9]=5)[N:12]=[C:13]([C:31]([F:32])([F:33])[F:34])[C:14]=34)[CH:24]=2)[CH:26]=[N:27]1. The yield is 0.0600. (5) The reactants are [CH3:1][O:2][C:3]1[N:8]=[C:7]([O:9][CH3:10])[C:6]([C:11]2[CH:12]=[C:13]([N:17]3[C:21]4[CH:22]=[CH:23][C:24]([CH:26]([NH:28]C=O)[CH3:27])=[CH:25][C:20]=4[N:19]=[CH:18]3)[CH:14]=[CH:15][CH:16]=2)=[CH:5][N:4]=1.C(OCC)(=O)C.C(=O)([O-])[O-].[Na+].[Na+]. The catalyst is Cl. The product is [CH3:1][O:2][C:3]1[N:8]=[C:7]([O:9][CH3:10])[C:6]([C:11]2[CH:12]=[C:13]([N:17]3[C:21]4[CH:22]=[CH:23][C:24]([CH:26]([NH2:28])[CH3:27])=[CH:25][C:20]=4[N:19]=[CH:18]3)[CH:14]=[CH:15][CH:16]=2)=[CH:5][N:4]=1. The yield is 0.250. (6) The reactants are CCN=C=[N:5][CH2:6][CH2:7][CH2:8][N:9](C)C.Cl.C1C=CC2N([OH:22])N=NC=2C=1.CN1[CH2:29][CH2:28][O:27][CH2:26]C1.N.C1[CH2:35][O:34][CH2:33][CH2:32]1. The catalyst is O. The product is [NH2:9][C:8]1[CH:29]=[C:28]([O:27][CH3:26])[CH:32]=[C:33]([O:34][CH3:35])[C:7]=1[C:6]([NH2:5])=[O:22]. The yield is 0.570. (7) The reactants are [O:1]=[C:2]1[CH2:10][C:9]2[C:4](=[CH:5][CH:6]=[C:7]([C:11]([OH:13])=O)[CH:8]=2)[NH:3]1.[NH:14]1[CH2:19][CH2:18][CH2:17][C@@H:16]2[C:20]3[CH:21]=[CH:22][CH:23]=[CH:24][C:25]=3[CH2:26][C@H:15]12.F[P-](F)(F)(F)(F)F.N1(OC(N(C)C)=[N+](C)C)C2N=CC=CC=2N=N1. No catalyst specified. The product is [N:14]1([C:11]([C:7]2[CH:8]=[C:9]3[C:4](=[CH:5][CH:6]=2)[NH:3][C:2](=[O:1])[CH2:10]3)=[O:13])[CH2:19][CH2:18][CH2:17][C@@H:16]2[C:20]3[CH:21]=[CH:22][CH:23]=[CH:24][C:25]=3[CH2:26][C@H:15]12. The yield is 0.290. (8) The reactants are C([N:8]1[C:16]2[C:15](=[O:17])[N:14]([CH2:18][CH2:19][CH2:20][OH:21])[C:13](=[O:22])[N:12]([CH2:23][CH3:24])[C:11]=2[N:10]=[C:9]1[O:25][CH2:26][CH3:27])C1C=CC=CC=1.C([O-])=O.[NH4+]. The catalyst is C(O)C.[Pd]. The product is [CH2:26]([O:25][C:9]1[NH:8][C:16]2[C:15](=[O:17])[N:14]([CH2:18][CH2:19][CH2:20][OH:21])[C:13](=[O:22])[N:12]([CH2:23][CH3:24])[C:11]=2[N:10]=1)[CH3:27]. The yield is 0.771. (9) The reactants are [C:1]1([C:23]2[CH:28]=[CH:27][CH:26]=[CH:25][CH:24]=2)[CH:6]=[CH:5][CH:4]=[C:3]([C:7]2[N:22]=[C:10]3[N:11]=[C:12]([CH3:21])[C:13]([CH2:16][C:17]([O:19][CH3:20])=[O:18])=[C:14](O)[N:9]3[N:8]=2)[CH:2]=1.P(Cl)(Cl)([Cl:31])=O.C([O-])(O)=O.[Na+]. No catalyst specified. The product is [C:1]1([C:23]2[CH:28]=[CH:27][CH:26]=[CH:25][CH:24]=2)[CH:6]=[CH:5][CH:4]=[C:3]([C:7]2[N:22]=[C:10]3[N:11]=[C:12]([CH3:21])[C:13]([CH2:16][C:17]([O:19][CH3:20])=[O:18])=[C:14]([Cl:31])[N:9]3[N:8]=2)[CH:2]=1. The yield is 0.870. (10) The reactants are [CH3:1][C:2]1[CH:3]=[C:4]([C:8]2[NH:9][C:10](=[S:13])[NH:11][N:12]=2)[O:5][C:6]=1[CH3:7].[Br-].Br[CH2:16][CH2:17][C:18]1[CH:23]=[CH:22][CH:21]=[CH:20][NH+:19]=1. No catalyst specified. The product is [CH3:1][C:2]1[CH:3]=[C:4]([C:8]2[NH:12][N:11]=[C:10]([S:13][CH2:16][CH2:17][C:18]3[CH:23]=[CH:22][CH:21]=[CH:20][N:19]=3)[N:9]=2)[O:5][C:6]=1[CH3:7]. The yield is 0.550.